This data is from Catalyst prediction with 721,799 reactions and 888 catalyst types from USPTO. The task is: Predict which catalyst facilitates the given reaction. Reactant: [F:1][C:2]1[CH:3]=[N:4][C:5]([NH:11][CH2:12][C:13]([F:19])([F:18])[C:14]([F:17])([F:16])[F:15])=[C:6]([CH:10]=1)[C:7]([OH:9])=O.[CH3:20][C:21]([NH2:25])([C:23]#[CH:24])[CH3:22].CCN=C=NCCCN(C)C.CCN(C(C)C)C(C)C.C1C=CC2N(O)N=NC=2C=1. Product: [F:1][C:2]1[CH:3]=[N:4][C:5]([NH:11][CH2:12][C:13]([F:19])([F:18])[C:14]([F:17])([F:16])[F:15])=[C:6]([CH:10]=1)[C:7]([NH:25][C:21]([CH3:22])([C:23]#[CH:24])[CH3:20])=[O:9]. The catalyst class is: 18.